Dataset: Catalyst prediction with 721,799 reactions and 888 catalyst types from USPTO. Task: Predict which catalyst facilitates the given reaction. (1) Reactant: [Cl:1][C:2]1[CH:3]=[C:4]([CH:12]=[CH:13][C:14]=1[Cl:15])[O:5][CH:6]1[CH2:11][CH2:10][NH:9][CH2:8][CH2:7]1.CCN=C=NCCCN(C)C.C1C=CC2N(O)N=NC=2C=1.[CH2:37]([CH:40]([CH2:44][CH:45]=[CH2:46])[C:41](O)=[O:42])[CH:38]=[CH2:39]. Product: [Cl:1][C:2]1[CH:3]=[C:4]([CH:12]=[CH:13][C:14]=1[Cl:15])[O:5][CH:6]1[CH2:11][CH2:10][N:9]([C:41](=[O:42])[CH:40]([CH2:44][CH:45]=[CH2:46])[CH2:37][CH:38]=[CH2:39])[CH2:8][CH2:7]1. The catalyst class is: 154. (2) Reactant: [O:1]1[C:5]2[CH:6]=[CH:7][C:8]([S:10]([N:13]([CH2:38][CH:39]([CH3:41])[CH3:40])[CH2:14][C@@H:15]([OH:37])[C@@H:16]([NH:25][C:26](=[O:36])[O:27][C@@H:28]3[C@H:35]4[C@H:31]([O:32][CH2:33][CH2:34]4)[O:30][CH2:29]3)[CH2:17][C:18]3[CH:23]=[CH:22][C:21]([OH:24])=[CH:20][CH:19]=3)(=[O:12])=[O:11])=[CH:9][C:4]=2[O:3][CH2:2]1.[H-].[Na+].[CH3:44][NH:45][C:46](=[O:49])[CH2:47]Br.C(O)(=O)C. Product: [O:1]1[C:5]2[CH:6]=[CH:7][C:8]([S:10]([N:13]([CH2:38][CH:39]([CH3:41])[CH3:40])[CH2:14][C@@H:15]([OH:37])[C@@H:16]([NH:25][C:26](=[O:36])[O:27][C@@H:28]3[C@H:35]4[C@H:31]([O:32][CH2:33][CH2:34]4)[O:30][CH2:29]3)[CH2:17][C:18]3[CH:23]=[CH:22][C:21]([O:24][CH2:47][C:46]([NH:45][CH3:44])=[O:49])=[CH:20][CH:19]=3)(=[O:12])=[O:11])=[CH:9][C:4]=2[O:3][CH2:2]1. The catalyst class is: 54. (3) Reactant: [Cl:1][C:2]1[CH:3]=[C:4]([C@@H:8]2[C@@H:13]([C:14]3[CH:19]=[CH:18][C:17]([Cl:20])=[CH:16][CH:15]=3)[N:12]([C@@H:21]([CH2:24][CH3:25])[CH2:22][OH:23])[C:11](=[O:26])[CH2:10][CH2:9]2)[CH:5]=[CH:6][CH:7]=1.N1C=CN=C1.[Si:32](Cl)([C:45]([CH3:48])([CH3:47])[CH3:46])([C:39]1[CH:44]=[CH:43][CH:42]=[CH:41][CH:40]=1)[C:33]1[CH:38]=[CH:37][CH:36]=[CH:35][CH:34]=1. Product: [Si:32]([O:23][CH2:22][C@@H:21]([N:12]1[C@H:13]([C:14]2[CH:19]=[CH:18][C:17]([Cl:20])=[CH:16][CH:15]=2)[C@@H:8]([C:4]2[CH:5]=[CH:6][CH:7]=[C:2]([Cl:1])[CH:3]=2)[CH2:9][CH2:10][C:11]1=[O:26])[CH2:24][CH3:25])([C:45]([CH3:48])([CH3:47])[CH3:46])([C:39]1[CH:40]=[CH:41][CH:42]=[CH:43][CH:44]=1)[C:33]1[CH:38]=[CH:37][CH:36]=[CH:35][CH:34]=1. The catalyst class is: 3. (4) Reactant: [CH3:1][O:2][C:3]1[C:4](=[O:9])[NH:5][CH:6]=[CH:7][CH:8]=1.CC(C)([O-])C.[K+].[Cl:16][C:17]1[CH:18]=[C:19]([N+:24]([O-:26])=[O:25])[CH:20]=[CH:21][C:22]=1F.Cl. Product: [Cl:16][C:17]1[CH:18]=[C:19]([N+:24]([O-:26])=[O:25])[CH:20]=[CH:21][C:22]=1[N:5]1[CH:6]=[CH:7][CH:8]=[C:3]([O:2][CH3:1])[C:4]1=[O:9]. The catalyst class is: 16. (5) The catalyst class is: 562. Reactant: [F:1][C:2]([F:32])([F:31])[C:3]1[CH:4]=[C:5]([CH:9]([C:21]2[CH:26]=[CH:25][CH:24]=[C:23]([C:27]([F:30])([F:29])[F:28])[CH:22]=2)[N:10]2[CH:15]=[CH:14][CH:13]=[C:12]([C:16]([O:18]C)=[O:17])[C:11]2=[O:20])[CH:6]=[CH:7][CH:8]=1. Product: [F:29][C:27]([F:28])([F:30])[C:23]1[CH:22]=[C:21]([CH:9]([C:5]2[CH:6]=[CH:7][CH:8]=[C:3]([C:2]([F:32])([F:31])[F:1])[CH:4]=2)[N:10]2[CH:15]=[CH:14][CH:13]=[C:12]([C:16]([OH:18])=[O:17])[C:11]2=[O:20])[CH:26]=[CH:25][CH:24]=1. (6) Reactant: [CH3:1][N:2]([CH3:8])[CH:3]1[CH2:7][CH2:6][NH:5][CH2:4]1.Cl[C:10]1[N:11]=[CH:12][C:13]([C:16]([NH:18][C:19]2[NH:20][N:21]=[C:22]([CH2:24][CH2:25][C:26]3[CH:31]=[C:30]([O:32][CH3:33])[CH:29]=[C:28]([O:34][CH3:35])[CH:27]=3)[CH:23]=2)=[O:17])=[N:14][CH:15]=1. Product: [CH3:33][O:32][C:30]1[CH:31]=[C:26]([CH2:25][CH2:24][C:22]2[CH:23]=[C:19]([NH:18][C:16]([C:13]3[CH:12]=[N:11][C:10]([N:5]4[CH2:6][CH2:7][CH:3]([N:2]([CH3:8])[CH3:1])[CH2:4]4)=[CH:15][N:14]=3)=[O:17])[NH:20][N:21]=2)[CH:27]=[C:28]([O:34][CH3:35])[CH:29]=1. The catalyst class is: 376. (7) Reactant: C(OC([N:8]1[C:12]2=[N:13][C:14]([N:17]3[CH2:22][CH2:21][N:20]([C:23]([O:25][C:26]([CH3:29])([CH3:28])[CH3:27])=[O:24])[CH2:19][CH2:18]3)=[CH:15][CH:16]=[C:11]2[N:10]=[CH:9]1)=O)(C)(C)C.C[O:31][C:32](=O)[C:33]1[CH:38]=[CH:37][N:36]=[C:35]([Br:39])[CH:34]=1.C([N-]C(C)C)(C)C.[Li+]. Product: [C:26]([O:25][C:23]([N:20]1[CH2:19][CH2:18][N:17]([C:14]2[N:13]=[C:12]3[NH:8][C:9]([C:32]([C:33]4[CH:38]=[CH:37][N:36]=[C:35]([Br:39])[CH:34]=4)=[O:31])=[N:10][C:11]3=[CH:16][CH:15]=2)[CH2:22][CH2:21]1)=[O:24])([CH3:27])([CH3:28])[CH3:29]. The catalyst class is: 7. (8) Reactant: Br[C:2]1[CH:24]=[C:23]([F:25])[CH:22]=[CH:21][C:3]=1[O:4][CH2:5][C:6]([N:8]([CH:18]([CH3:20])[CH3:19])[NH:9][C:10](=[O:17])[C:11]1[CH:16]=[CH:15][CH:14]=[CH:13][CH:12]=1)=[O:7].C([O-])([O-])=O.[Na+].[Na+].[F:32][C:33]1[CH:38]=[C:37]([F:39])[CH:36]=[CH:35][C:34]=1B(O)O. Product: [F:25][C:23]1[CH:22]=[CH:21][C:3]([O:4][CH2:5][C:6]([N:8]([CH:18]([CH3:20])[CH3:19])[NH:9][C:10](=[O:17])[C:11]2[CH:16]=[CH:15][CH:14]=[CH:13][CH:12]=2)=[O:7])=[C:2]([C:36]2[CH:35]=[CH:34][C:33]([F:32])=[CH:38][C:37]=2[F:39])[CH:24]=1. The catalyst class is: 57. (9) The catalyst class is: 15. Reactant: [CH3:1][O:2][C:3]1[CH:4]=[N:5][CH:6]=[CH:7][CH:8]=1.[OH:9]O. Product: [CH3:1][O:2][C:3]1[CH:4]=[N+:5]([O-:9])[CH:6]=[CH:7][CH:8]=1.